From a dataset of NCI-60 drug combinations with 297,098 pairs across 59 cell lines. Regression. Given two drug SMILES strings and cell line genomic features, predict the synergy score measuring deviation from expected non-interaction effect. (1) Drug 1: CC12CCC3C(C1CCC2=O)CC(=C)C4=CC(=O)C=CC34C. Drug 2: CN(CC1=CN=C2C(=N1)C(=NC(=N2)N)N)C3=CC=C(C=C3)C(=O)NC(CCC(=O)O)C(=O)O. Cell line: HOP-92. Synergy scores: CSS=42.3, Synergy_ZIP=-2.08, Synergy_Bliss=-0.875, Synergy_Loewe=-5.51, Synergy_HSA=-1.83. (2) Drug 1: CC(C1=C(C=CC(=C1Cl)F)Cl)OC2=C(N=CC(=C2)C3=CN(N=C3)C4CCNCC4)N. Drug 2: CC12CCC3C(C1CCC2OP(=O)(O)O)CCC4=C3C=CC(=C4)OC(=O)N(CCCl)CCCl.[Na+]. Cell line: LOX IMVI. Synergy scores: CSS=4.49, Synergy_ZIP=-5.93, Synergy_Bliss=-9.20, Synergy_Loewe=-5.98, Synergy_HSA=-5.67.